From a dataset of Forward reaction prediction with 1.9M reactions from USPTO patents (1976-2016). Predict the product of the given reaction. (1) Given the reactants S(Cl)([Cl:3])=O.[C:5]1([C@H:11]([NH:13][C:14]2[C:15]3[CH:22]=[C:21]([C:23]4[CH:28]=[CH:27][C:26]([CH2:29]O)=[CH:25][CH:24]=4)[NH:20][C:16]=3[N:17]=[CH:18][N:19]=2)[CH3:12])[CH:10]=[CH:9][CH:8]=[CH:7][CH:6]=1, predict the reaction product. The product is: [Cl:3][CH2:29][C:26]1[CH:25]=[CH:24][C:23]([C:21]2[NH:20][C:16]3[N:17]=[CH:18][N:19]=[C:14]([NH:13][C@@H:11]([C:5]4[CH:6]=[CH:7][CH:8]=[CH:9][CH:10]=4)[CH3:12])[C:15]=3[CH:22]=2)=[CH:28][CH:27]=1. (2) Given the reactants [NH2:1][C:2]1[O:3][CH2:4][C@@:5]2([C:19]3[C:14](=[N:15][CH:16]=[C:17]([C:20]#[C:21][C:22]([O:25][CH3:26])([CH3:24])[CH3:23])[CH:18]=3)[O:13][C:12]3[C:7]2=[CH:8][C:9]([OH:27])=[CH:10][CH:11]=3)[N:6]=1.C(=O)([O-])[O-].[Cs+].[Cs+].[F:34][C:35]([F:50])([C:46]([F:49])([F:48])[F:47])[C:36]([F:45])([F:44])[C:37]([F:43])([F:42])[S:38](F)(=[O:40])=[O:39], predict the reaction product. The product is: [F:43][C:37]([F:42])([S:38]([O:27][C:9]1[CH:8]=[C:7]2[C@:5]3([CH2:4][O:3][C:2]([NH2:1])=[N:6]3)[C:19]3[C:14](=[N:15][CH:16]=[C:17]([C:20]#[C:21][C:22]([O:25][CH3:26])([CH3:24])[CH3:23])[CH:18]=3)[O:13][C:12]2=[CH:11][CH:10]=1)(=[O:40])=[O:39])[C:36]([F:44])([F:45])[C:35]([F:50])([F:34])[C:46]([F:49])([F:48])[F:47]. (3) Given the reactants [N+](=[CH:3][C:4]([O:6][CH2:7][CH3:8])=[O:5])=[N-].[O:9]=[C:10]1[CH2:15][CH2:14][N:13]([C:16]([O:18][CH2:19][C:20]2[CH:25]=[CH:24][CH:23]=[CH:22][CH:21]=2)=[O:17])[CH2:12][CH2:11]1.B(F)(F)F.CCOCC.C([O-])([O-])=O.[K+].[K+], predict the reaction product. The product is: [O:9]=[C:10]1[CH2:11][CH2:12][N:13]([C:16]([O:18][CH2:19][C:20]2[CH:21]=[CH:22][CH:23]=[CH:24][CH:25]=2)=[O:17])[CH2:14][CH2:15][CH:3]1[C:4]([O:6][CH2:7][CH3:8])=[O:5]. (4) The product is: [CH:14]1([CH2:13][C@@H:9]([C:10]([NH:36][C@@H:33]2[C@@H:31]3[C@@H:30]([CH2:29][N:28]([C:25]4[CH:24]=[CH:23][C:22]([O:21][C:20]([F:19])([F:37])[F:38])=[CH:27][CH:26]=4)[CH2:32]3)[CH2:35][CH2:34]2)=[O:12])[NH2:8])[CH2:16][CH2:17]1. Given the reactants C(OC([N:8](C)[C@@H:9]([CH2:13][C:14]([CH3:17])([CH3:16])C)[C:10]([OH:12])=O)=O)(C)(C)C.[F:19][C:20]([F:38])([F:37])[O:21][C:22]1[CH:27]=[CH:26][C:25]([N:28]2[CH2:32][C@@H:31]3[C@@H:33]([NH2:36])[CH2:34][CH2:35][C@@H:30]3[CH2:29]2)=[CH:24][CH:23]=1.FC(F)(F)C1N=C(N2C[C@@H]3[C@@H](N)CC[C@@H]3C2)C=CC=1, predict the reaction product. (5) Given the reactants [NH:1]([C:17]([O:19][C:20]([CH3:23])([CH3:22])[CH3:21])=[O:18])[C@H:2]([C:7]([O:9][CH2:10][C:11]1[CH:16]=[CH:15][CH:14]=[CH:13][CH:12]=1)=[O:8])[CH2:3][C:4](=[O:6])[OH:5].O[N:25]1[C:29](=[O:30])[CH2:28][CH2:27][C:26]1=[O:31].C1(N=C=NC2CCCCC2)CCCCC1, predict the reaction product. The product is: [O:31]=[C:26]1[CH2:27][CH2:28][C:29](=[O:30])[N:25]1[O:6][C:4](=[O:5])[CH2:3][CH:2]([NH:1][C:17]([O:19][C:20]([CH3:23])([CH3:22])[CH3:21])=[O:18])[C:7]([O:9][CH2:10][C:11]1[CH:16]=[CH:15][CH:14]=[CH:13][CH:12]=1)=[O:8]. (6) Given the reactants [F:1][C:2]1[CH:3]=[C:4]([C:8]2[CH:16]=[CH:15][CH:14]=[C:13]3[C:9]=2[CH2:10][C:11](=[O:17])[NH:12]3)[CH:5]=[CH:6][CH:7]=1.[C:18]1([S:24]([C:27]2[C:28]([CH2:35][CH2:36][C:37]([OH:39])=[O:38])=[C:29]([CH:33]=O)[NH:30][C:31]=2[CH3:32])(=[O:26])=[O:25])[CH:23]=[CH:22][CH:21]=[CH:20][CH:19]=1.CC(O/N=C(/C(NCC=O)=O)\C1N=C(N)SC=1)(C(O)=O)C.N1CCCCC1, predict the reaction product. The product is: [C:18]1([S:24]([C:27]2[C:28]([CH2:35][CH2:36][C:37]([OH:39])=[O:38])=[C:29](/[CH:33]=[C:10]3\[C:11](=[O:17])[NH:12][C:13]4[C:9]\3=[C:8]([C:4]3[CH:5]=[CH:6][CH:7]=[C:2]([F:1])[CH:3]=3)[CH:16]=[CH:15][CH:14]=4)[NH:30][C:31]=2[CH3:32])(=[O:25])=[O:26])[CH:19]=[CH:20][CH:21]=[CH:22][CH:23]=1.